Predict the product of the given reaction. From a dataset of Forward reaction prediction with 1.9M reactions from USPTO patents (1976-2016). (1) Given the reactants [CH2:1]([O:8][C:9]([CH2:11][CH2:12][NH:13][CH2:14][CH2:15][C:16]([OH:18])=[O:17])=[O:10])[C:2]1[CH:7]=[CH:6][CH:5]=[CH:4][CH:3]=1.[C:19]([O:23][C:24](O[C:24]([O:23][C:19]([CH3:22])([CH3:21])[CH3:20])=[O:25])=[O:25])([CH3:22])([CH3:21])[CH3:20], predict the reaction product. The product is: [CH2:1]([O:8][C:9]([CH2:11][CH2:12][N:13]([C:24]([O:23][C:19]([CH3:22])([CH3:21])[CH3:20])=[O:25])[CH2:14][CH2:15][C:16]([OH:18])=[O:17])=[O:10])[C:2]1[CH:3]=[CH:4][CH:5]=[CH:6][CH:7]=1. (2) Given the reactants Cl[C:2]1[N:7]=[C:6]([C:8]([O:10][CH2:11][CH3:12])=[O:9])[CH:5]=[CH:4][CH:3]=1.[C:13]([B-](F)(F)F)([CH3:15])=[CH2:14].[K+].C([O-])([O-])=O.[K+].[K+].C1(P(C2CCCCC2)C2C=CC=CC=2C2C(OC)=CC=C(S([O-])(=O)=O)C=2OC)CCCCC1.[Na+], predict the reaction product. The product is: [CH2:14]=[C:13]([C:2]1[N:7]=[C:6]([C:8]([O:10][CH2:11][CH3:12])=[O:9])[CH:5]=[CH:4][CH:3]=1)[CH3:15]. (3) The product is: [F:1][C:2]1[CH:7]=[CH:6][C:5]([C@H:8]2[CH2:12][N:11]([S:13]([C:16]3[N:17]=[CH:18][N:19]([CH3:21])[CH:20]=3)(=[O:15])=[O:14])[CH2:10][C@@H:9]2[N:22]2[CH2:29][CH2:28][S:25](=[O:27])(=[O:26])[CH2:23][CH2:24]2)=[CH:4][CH:3]=1. Given the reactants [F:1][C:2]1[CH:7]=[CH:6][C:5]([C@H:8]2[CH2:12][N:11]([S:13]([C:16]3[N:17]=[CH:18][N:19]([CH3:21])[CH:20]=3)(=[O:15])=[O:14])[CH2:10][C@@H:9]2[NH2:22])=[CH:4][CH:3]=1.[CH:23]([S:25]([CH:28]=[CH2:29])(=[O:27])=[O:26])=[CH2:24], predict the reaction product. (4) Given the reactants [CH2:1]([O:3][C@H:4]1[CH2:8][N:7]([C:9]2[N:14]=[CH:13][CH:12]=[CH:11][N:10]=2)[CH2:6][C@H:5]1[NH:15][C:16]1[C:21]([CH2:22][CH3:23])=[N:20][C:19]([C:24]2[C:25](C)=[N:26][C:27]([O:30][CH3:31])=[CH:28][CH:29]=2)=[C:18]([CH2:33][CH3:34])[N:17]=1)[CH3:2].BrC1N=CC=CN=1.[CH3:42][O:43]C1C(C2N=C(CC)C(N[C@H]3[C@@H](OCC)CNC3)=NC=2CC)=CC=C(OC)N=1, predict the reaction product. The product is: [CH3:42][O:43][C:25]1[C:24]([C:19]2[N:20]=[C:21]([CH2:22][CH3:23])[C:16]([NH:15][C@H:5]3[C@@H:4]([O:3][CH2:1][CH3:2])[CH2:8][N:7]([C:9]4[N:10]=[CH:11][CH:12]=[CH:13][N:14]=4)[CH2:6]3)=[N:17][C:18]=2[CH2:33][CH3:34])=[CH:29][CH:28]=[C:27]([O:30][CH3:31])[N:26]=1. (5) Given the reactants [CH3:1][O:2][CH2:3][O:4][C:5]1[C:6]([C:18]2[CH:23]=[CH:22][CH:21]=[CH:20][CH:19]=2)=[C:7]([CH2:15][CH2:16][OH:17])[CH:8]=[C:9]([O:11][CH2:12][O:13][CH3:14])[CH:10]=1.[H-].[Na+].[CH3:26]I.O, predict the reaction product. The product is: [CH3:1][O:2][CH2:3][O:4][C:5]1[C:6]([C:18]2[CH:19]=[CH:20][CH:21]=[CH:22][CH:23]=2)=[C:7]([CH2:15][CH2:16][O:17][CH3:26])[CH:8]=[C:9]([O:11][CH2:12][O:13][CH3:14])[CH:10]=1. (6) Given the reactants Br[C:2]1[N:7]=[N:6][C:5]([NH2:8])=[N:4][C:3]=1[C:9]1[CH:14]=[CH:13][CH:12]=[CH:11][CH:10]=1.[NH:15]1[C:23]2[C:18](=[CH:19][CH:20]=[C:21](B(O)O)[CH:22]=2)[CH:17]=[CH:16]1, predict the reaction product. The product is: [NH:15]1[C:23]2[C:18](=[CH:19][CH:20]=[C:21]([C:2]3[N:7]=[N:6][C:5]([NH2:8])=[N:4][C:3]=3[C:9]3[CH:14]=[CH:13][CH:12]=[CH:11][CH:10]=3)[CH:22]=2)[CH:17]=[CH:16]1. (7) Given the reactants [CH3:1][N:2]([CH3:16])[CH2:3][CH2:4][N:5]([CH3:15])[C:6]1[CH:7]=[N:8][C:9]([N+:12]([O-])=O)=[CH:10][CH:11]=1, predict the reaction product. The product is: [CH3:1][N:2]([CH3:16])[CH2:3][CH2:4][N:5]([CH3:15])[C:6]1[CH:11]=[CH:10][C:9]([NH2:12])=[N:8][CH:7]=1. (8) Given the reactants O1CCCCC1[O:7][CH2:8][CH2:9][CH2:10][CH2:11][CH2:12][CH2:13][O:14][C:15]1[CH:16]=[C:17]([C:21]2[N:26]=[C:25]([C:27]([O:29][CH3:30])=[O:28])[CH:24]=[CH:23][CH:22]=2)[CH:18]=[CH:19][CH:20]=1.O.C1(C)C=CC(S(O)(=O)=O)=CC=1.C(OCC)(=O)C.CCCCCC, predict the reaction product. The product is: [OH:7][CH2:8][CH2:9][CH2:10][CH2:11][CH2:12][CH2:13][O:14][C:15]1[CH:16]=[C:17]([C:21]2[N:26]=[C:25]([C:27]([O:29][CH3:30])=[O:28])[CH:24]=[CH:23][CH:22]=2)[CH:18]=[CH:19][CH:20]=1. (9) Given the reactants [C:1]([N:5]([C:28](=[O:37])[C:29]1[CH:34]=[C:33]([CH3:35])[CH:32]=[C:31]([CH3:36])[CH:30]=1)[NH:6][C:7](=[O:27])[C:8]1[CH:13]=[CH:12][C:11]([B:14]2[O:18]C(C)(C)C(C)(C)[O:15]2)=[C:10]([NH:23][CH2:24][C:25]#[N:26])[CH:9]=1)([CH3:4])([CH3:3])[CH3:2].Cl.O, predict the reaction product. The product is: [C:1]([N:5]([C:28](=[O:37])[C:29]1[CH:34]=[C:33]([CH3:35])[CH:32]=[C:31]([CH3:36])[CH:30]=1)[NH:6][C:7]([C:8]1[CH:13]=[CH:12][C:11]([B:14]([OH:18])[OH:15])=[C:10]([NH:23][CH2:24][C:25]#[N:26])[CH:9]=1)=[O:27])([CH3:4])([CH3:3])[CH3:2].